This data is from Peptide-MHC class I binding affinity with 185,985 pairs from IEDB/IMGT. The task is: Regression. Given a peptide amino acid sequence and an MHC pseudo amino acid sequence, predict their binding affinity value. This is MHC class I binding data. (1) The peptide sequence is VHDREGNEV. The MHC is HLA-B15:01 with pseudo-sequence HLA-B15:01. The binding affinity (normalized) is 0.0847. (2) The peptide sequence is RTMPLSRFT. The MHC is HLA-A30:01 with pseudo-sequence HLA-A30:01. The binding affinity (normalized) is 0.666. (3) The peptide sequence is HPVGEADYF. The MHC is HLA-A11:01 with pseudo-sequence HLA-A11:01. The binding affinity (normalized) is 0.